Dataset: Full USPTO retrosynthesis dataset with 1.9M reactions from patents (1976-2016). Task: Predict the reactants needed to synthesize the given product. (1) Given the product [CH2:4]([CH:3]([C:24]1[CH:23]=[C:22]([CH3:25])[N:21]=[N:20][C:19]=1[NH:18][C:16](=[O:17])[C:15]([CH3:26])([CH3:14])[CH3:27])[CH2:6][CH3:7])[CH3:5], predict the reactants needed to synthesize it. The reactants are: [Mg].Br[CH:3]([CH2:6][CH3:7])[CH2:4][CH3:5].BrCCCCC.[CH3:14][C:15]([CH3:27])([CH3:26])[C:16]([NH:18][C:19]1[N:20]=[N:21][C:22]([CH3:25])=[CH:23][CH:24]=1)=[O:17].C(C(C(C([O-])=O)O)O)([O-])=O.[Na+].[Na+].II. (2) Given the product [C:1]([O:5][C:6](=[O:30])[CH2:7][C@@H:8]([CH2:24][CH:25]1[CH2:29][CH2:28][CH2:27][CH2:26]1)[C:9]([OH:10])=[O:36])([CH3:2])([CH3:3])[CH3:4], predict the reactants needed to synthesize it. The reactants are: [C:1]([O:5][C:6](=[O:30])[CH2:7][C@@H:8]([CH2:24][CH:25]1[CH2:29][CH2:28][CH2:27][CH2:26]1)[C:9](N1[C@@H](CC2C=CC=CC=2)COC1=O)=[O:10])([CH3:4])([CH3:3])[CH3:2].OO.[Li+].[OH-].S([O-])([O-])=[O:36].[Na+].[Na+].C(=O)(O)[O-].[Na+]. (3) The reactants are: [CH2:1]([OH:4])[C:2]#[CH:3].[Na].Cl[C:7]1[C:16]2[C:11](=[CH:12][CH:13]=[CH:14][CH:15]=2)[C:10]([Cl:17])=[N:9][N:8]=1. Given the product [Cl:17][C:10]1[C:11]2[C:16](=[CH:15][CH:14]=[CH:13][CH:12]=2)[C:7]([O:4][CH2:1][C:2]#[CH:3])=[N:8][N:9]=1, predict the reactants needed to synthesize it. (4) Given the product [CH3:14][C:10]1[CH:9]=[C:8]([C:6]2[N:5]3[N:15]=[C:16]([CH3:19])[C:17]([I:18])=[C:4]3[N:3]=[C:2]([N:29]3[CH2:33][CH2:32][CH2:31][C@H:30]3[CH2:34][OH:35])[CH:7]=2)[CH:13]=[CH:12][CH:11]=1, predict the reactants needed to synthesize it. The reactants are: Cl[C:2]1[CH:7]=[C:6]([C:8]2[CH:13]=[CH:12][CH:11]=[C:10]([CH3:14])[CH:9]=2)[N:5]2[N:15]=[C:16]([CH3:19])[C:17]([I:18])=[C:4]2[N:3]=1.CCN(C(C)C)C(C)C.[NH:29]1[CH2:33][CH2:32][CH2:31][C@H:30]1[CH2:34][OH:35].